From a dataset of Forward reaction prediction with 1.9M reactions from USPTO patents (1976-2016). Predict the product of the given reaction. (1) Given the reactants O=P(Cl)(Cl)Cl.[F:6][C:7]([C:17]([F:20])([F:19])[F:18])([C:13]([F:16])([F:15])[F:14])[CH2:8][CH:9](I)[CH2:10]O, predict the reaction product. The product is: [F:6][C:7]([C:17]([F:18])([F:19])[F:20])([C:13]([F:14])([F:15])[F:16])[CH2:8][CH:9]=[CH2:10]. (2) Given the reactants [Cl:1][C:2]1[C:3]([C:11]2[CH:12]=[C:13]([N:17]3[CH:22]=[C:21]([O:23]CC4C=CC(OC)=CC=4)[C:20](=[O:33])[CH:19]=[C:18]3[CH:34]=[O:35])[CH:14]=[CH:15][CH:16]=2)=[C:4]2[CH:10]=[CH:9][NH:8][C:5]2=[N:6][CH:7]=1.[C:36]1([C:42]#[C:43][Mg]Br)[CH:41]=[CH:40][CH:39]=[CH:38][CH:37]=1.O, predict the reaction product. The product is: [Cl:1][C:2]1[C:3]([C:11]2[CH:12]=[C:13]([N:17]3[CH:22]=[C:21]([OH:23])[C:20](=[O:33])[CH:19]=[C:18]3[CH:34]([OH:35])[C:43]#[C:42][C:36]3[CH:41]=[CH:40][CH:39]=[CH:38][CH:37]=3)[CH:14]=[CH:15][CH:16]=2)=[C:4]2[CH:10]=[CH:9][NH:8][C:5]2=[N:6][CH:7]=1. (3) Given the reactants Cl[C:2]1[CH:3]=[C:4]([CH:8]=[CH:9][N:10]=1)[C:5]([OH:7])=[O:6].CC(C)([O-])C.[K+].[F:17][C:18]([F:22])([F:21])[CH2:19][OH:20], predict the reaction product. The product is: [F:17][C:18]([F:22])([F:21])[CH2:19][O:20][C:2]1[CH:3]=[C:4]([CH:8]=[CH:9][N:10]=1)[C:5]([OH:7])=[O:6]. (4) The product is: [CH3:67][N:66]([CH3:68])[C:64]([C:63]1[CH:69]=[CH:70][C:60]([NH:59][C:24]([C:11]2[N:12]([CH2:16][C:17]3[CH:22]=[CH:21][CH:20]=[CH:19][C:18]=3[F:23])[C:13]3[C:9]([CH:10]=2)=[CH:8][C:7]([NH:6][C:4](=[O:5])[CH2:3][C:2]([CH3:27])([CH3:1])[CH3:28])=[CH:15][CH:14]=3)=[O:25])=[CH:61][CH:62]=1)=[O:65]. Given the reactants [CH3:1][C:2]([CH3:28])([CH3:27])[CH2:3][C:4]([NH:6][C:7]1[CH:8]=[C:9]2[C:13](=[CH:14][CH:15]=1)[N:12]([CH2:16][C:17]1[CH:22]=[CH:21][CH:20]=[CH:19][C:18]=1[F:23])[C:11]([C:24](O)=[O:25])=[CH:10]2)=[O:5].N1C=CC=CC=1.CN(C(ON1N=NC2C=CC=NC1=2)=[N+](C)C)C.F[P-](F)(F)(F)(F)F.[NH2:59][C:60]1[CH:70]=[CH:69][C:63]([C:64]([N:66]([CH3:68])[CH3:67])=[O:65])=[CH:62][CH:61]=1, predict the reaction product. (5) Given the reactants [CH3:1][S:2][S:3][C:4]([CH3:8])([CH3:7])[CH:5]=O.[NH2:9][CH2:10][CH2:11][O:12][C:13]1[CH:18]=[C:17]([CH2:19][OH:20])[N:16]=[C:15]([CH2:21][OH:22])[CH:14]=1.C(OC(NCCOC1C=C(CO)N=C(CO)C=1)=O)(C)(C)C.C([BH3-])#N.[Na+].[OH-].[Na+], predict the reaction product. The product is: [CH3:7][C:4]([S:3][S:2][CH3:1])([CH3:8])[CH2:5][NH:9][CH2:10][CH2:11][O:12][C:13]1[CH:14]=[C:15]([CH2:21][OH:22])[N:16]=[C:17]([CH2:19][OH:20])[CH:18]=1. (6) Given the reactants C(O[C:4]([C:6]1[N:7]=[C:8]([C:15]2[C:20]([F:21])=[CH:19][CH:18]=[CH:17][C:16]=2[F:22])[N:9]([CH3:14])[C:10](=[O:13])[C:11]=1[OH:12])=[O:5])C.[CH3:23][S:24][C:25]1[CH:32]=[CH:31][CH:30]=[CH:29][C:26]=1[CH2:27][NH2:28], predict the reaction product. The product is: [CH3:23][S:24][C:25]1[CH:32]=[CH:31][CH:30]=[CH:29][C:26]=1[CH2:27][NH:28][C:4]([C:6]1[N:7]=[C:8]([C:15]2[C:16]([F:22])=[CH:17][CH:18]=[CH:19][C:20]=2[F:21])[N:9]([CH3:14])[C:10](=[O:13])[C:11]=1[OH:12])=[O:5]. (7) Given the reactants [CH:1]1([NH:5][C:6]([C@@H:8]2[CH2:12][CH2:11][CH2:10][N:9]2[C:13](=[O:34])[CH2:14][O:15][C:16]2[N:20]([C:21]3[CH:26]=[CH:25][CH:24]=[CH:23][CH:22]=3)[N:19]=[C:18]([C:27]([NH:29][CH2:30][C:31]([OH:33])=O)=[O:28])[CH:17]=2)=[O:7])[CH2:4][CH2:3][CH2:2]1.CCN(C(C)C)C(C)C.CN(C(ON1N=NC2C=CC=NC1=2)=[N+](C)C)C.F[P-](F)(F)(F)(F)F.[CH:68]1([O:72][C:73]([N:75]2[CH2:80][CH2:79][NH:78][CH2:77][CH2:76]2)=[O:74])[CH2:71][CH2:70][CH2:69]1, predict the reaction product. The product is: [CH:68]1([O:72][C:73]([N:75]2[CH2:80][CH2:79][N:78]([C:31](=[O:33])[CH2:30][NH:29][C:27]([C:18]3[CH:17]=[C:16]([O:15][CH2:14][C:13]([N:9]4[CH2:10][CH2:11][CH2:12][C@H:8]4[C:6](=[O:7])[NH:5][CH:1]4[CH2:4][CH2:3][CH2:2]4)=[O:34])[N:20]([C:21]4[CH:22]=[CH:23][CH:24]=[CH:25][CH:26]=4)[N:19]=3)=[O:28])[CH2:77][CH2:76]2)=[O:74])[CH2:71][CH2:70][CH2:69]1.